Dataset: Full USPTO retrosynthesis dataset with 1.9M reactions from patents (1976-2016). Task: Predict the reactants needed to synthesize the given product. (1) Given the product [CH:30]1([CH2:33][N:34]2[CH2:39][CH2:38][N:37]([C:27]([CH:25]3[CH2:24][CH2:23][C:22]4[C:15]5[C:14]([NH:13][C:5]6[CH:6]=[C:7]7[C:11](=[CH:12][C:4]=6[O:3][CH2:1][CH3:2])[NH:10][N:9]=[CH:8]7)=[N:19][CH:18]=[N:17][C:16]=5[S:20][C:21]=4[CH2:26]3)=[O:29])[CH2:36][CH2:35]2)[CH2:32][CH2:31]1, predict the reactants needed to synthesize it. The reactants are: [CH2:1]([O:3][C:4]1[CH:12]=[C:11]2[C:7]([CH:8]=[N:9][NH:10]2)=[CH:6][C:5]=1[NH:13][C:14]1[C:15]2[C:22]3[CH2:23][CH2:24][CH:25]([C:27]([OH:29])=O)[CH2:26][C:21]=3[S:20][C:16]=2[N:17]=[CH:18][N:19]=1)[CH3:2].[CH:30]1([CH2:33][N:34]2[CH2:39][CH2:38][NH:37][CH2:36][CH2:35]2)[CH2:32][CH2:31]1. (2) Given the product [F:13][C:12]1[CH:11]=[C:10]([N:14]2[CH2:18][C@H:17]([CH2:19][N:20]3[CH:24]=[CH:23][N:22]=[N:21]3)[O:16][C:15]2=[O:25])[CH:9]=[C:8]([F:26])[C:7]=1[C:4]1[CH2:5][CH2:6][S:1](=[O:28])[CH2:2][CH:3]=1, predict the reactants needed to synthesize it. The reactants are: [S:1]1[CH2:6][CH:5]=[C:4]([C:7]2[C:12]([F:13])=[CH:11][C:10]([N:14]3[CH2:18][C@H:17]([CH2:19][N:20]4[CH:24]=[CH:23][N:22]=[N:21]4)[O:16][C:15]3=[O:25])=[CH:9][C:8]=2[F:26])[CH2:3][CH2:2]1.I([O-])(=O)(=O)=[O:28].[Na+]. (3) The reactants are: [CH3:1][N:2]1[CH2:11][CH2:10][C:9]2[C:4](=[C:5]([N+:12]([O-:14])=[O:13])[CH:6]=[CH:7][CH:8]=2)[C:3]1=N.O.[O-2].[O-2].[O-2].[O:20]=[Si]=O.O=[Si]=O.O=[Si]=O.O=[Si]=O.[Al+3].[Al+3]. Given the product [CH3:1][N:2]1[CH2:11][CH2:10][C:9]2[C:4](=[C:5]([N+:12]([O-:14])=[O:13])[CH:6]=[CH:7][CH:8]=2)[C:3]1=[O:20], predict the reactants needed to synthesize it. (4) Given the product [C:18]([CH2:17][CH2:16][NH:15][C:13]([C:9]1[CH:8]=[C:7]2[C:12](=[CH:11][CH:10]=1)[NH:4][N:5]=[C:6]2[C:25]1[CH:26]=[CH:27][C:28]([F:31])=[CH:29][CH:30]=1)=[O:14])(=[O:20])[NH2:39], predict the reactants needed to synthesize it. The reactants are: C([N:4]1[C:12]2[C:7](=[CH:8][C:9]([C:13]([NH:15][CH2:16][CH2:17][C:18]([O:20]C(C)(C)C)=O)=[O:14])=[CH:10][CH:11]=2)[C:6]([C:25]2[CH:30]=[CH:29][C:28]([F:31])=[CH:27][CH:26]=2)=[N:5]1)(=O)C.CO.[OH-].C([O-])(=O)C.[NH4+:39]. (5) Given the product [NH2:1][C:2]([CH3:38])([CH2:8][CH2:9][C:10]1[CH:11]=[C:12]2[C:35](=[CH:36][CH:37]=1)[C:16]1=[N:17][O:18][C:19]([C:20]3[C:24]([C:25]([F:26])([F:28])[F:27])=[C:23]([C:29]4[CH:30]=[CH:31][CH:32]=[CH:33][CH:34]=4)[O:22][N:21]=3)=[C:15]1[CH2:14][CH2:13]2)[C:3]([OH:5])=[O:4].[C:24]([OH:41])([C:25]([F:28])([F:27])[F:26])=[O:39], predict the reactants needed to synthesize it. The reactants are: [NH2:1][C:2]([CH3:38])([CH2:8][CH2:9][C:10]1[CH:11]=[C:12]2[C:35](=[CH:36][CH:37]=1)[C:16]1=[N:17][O:18][C:19]([C:20]3[C:24]([C:25]([F:28])([F:27])[F:26])=[C:23]([C:29]4[CH:34]=[CH:33][CH:32]=[CH:31][CH:30]=4)[O:22][N:21]=3)=[C:15]1[CH2:14][CH2:13]2)[C:3]([O:5]CC)=[O:4].[OH-:39].[Na+].[OH2:41].